Dataset: Full USPTO retrosynthesis dataset with 1.9M reactions from patents (1976-2016). Task: Predict the reactants needed to synthesize the given product. (1) Given the product [Cl:12][C:7]1[CH:6]=[CH:5][C:4]([C:8]2([NH2:11])[CH2:10][CH2:9]2)=[CH:3][CH:2]=1, predict the reactants needed to synthesize it. The reactants are: Cl[C:2]1[CH:3]=[C:4]([C:8]2([NH2:11])[CH2:10][CH2:9]2)[CH:5]=[CH:6][CH:7]=1.[Cl:12]C1C=CC(C#N)=CC=1. (2) Given the product [CH3:26][C:5]1[CH:4]=[CH:3][C:2]([NH:1][C:7](=[O:8])/[CH:6]=[CH:5]/[C:30]2[CH:31]=[CH:32][N:27]=[CH:28][CH:29]=2)=[CH:25][C:6]=1[C:7]([NH:9][C:10]1[CH:11]=[C:12]2[N:18]=[C:17]([C:19]3[CH:24]=[CH:23][CH:22]=[CH:21][CH:20]=3)[NH:16][C:13]2=[N:14][CH:15]=1)=[O:8], predict the reactants needed to synthesize it. The reactants are: [NH2:1][C:2]1[CH:3]=[CH:4][C:5]([CH3:26])=[C:6]([CH:25]=1)[C:7]([NH:9][C:10]1[CH:11]=[C:12]2[N:18]=[C:17]([C:19]3[CH:24]=[CH:23][CH:22]=[CH:21][CH:20]=3)[NH:16][C:13]2=[N:14][CH:15]=1)=[O:8].[N:27]1[CH:32]=[CH:31][CH:30]=[CH:29][CH:28]=1. (3) Given the product [OH:22][CH2:21][C:20]1[C:15]([N:8]2[CH2:7][CH2:6][C:5]3[C:4]4[CH2:3][C:2]([CH3:1])([CH3:38])[CH2:13][C:12]=4[S:11][C:10]=3[C:9]2=[O:14])=[N:16][CH:17]=[CH:18][C:19]=1[C:23]1[CH:28]=[C:27]([NH:29][C:30]2[CH:35]=[N:34][CH:33]=[CH:32][N:31]=2)[C:26](=[O:36])[N:25]([CH3:37])[CH:24]=1, predict the reactants needed to synthesize it. The reactants are: [CH3:1][C:2]1([CH3:38])[CH2:13][C:12]2[S:11][C:10]3[C:9](=[O:14])[N:8]([C:15]4[C:20]([CH:21]=[O:22])=[C:19]([C:23]5[CH:28]=[C:27]([NH:29][C:30]6[CH:35]=[N:34][CH:33]=[CH:32][N:31]=6)[C:26](=[O:36])[N:25]([CH3:37])[CH:24]=5)[CH:18]=[CH:17][N:16]=4)[CH2:7][CH2:6][C:5]=3[C:4]=2[CH2:3]1.[BH4-].[Na+].